This data is from Catalyst prediction with 721,799 reactions and 888 catalyst types from USPTO. The task is: Predict which catalyst facilitates the given reaction. Reactant: [CH2:1]([C:6]1[CH:11]=[CH:10][C:9]([NH:12][C:13]([C@@H:15]2[CH2:24][C:23]3[C:18](=[CH:19][CH:20]=[CH:21][CH:22]=3)[CH2:17][N:16]2C(OC(C)(C)C)=O)=[O:14])=[CH:8][CH:7]=1)[CH2:2][CH2:3][CH2:4][CH3:5].FC(F)(F)C(O)=O. Product: [CH2:1]([C:6]1[CH:7]=[CH:8][C:9]([NH:12][C:13]([C@@H:15]2[CH2:24][C:23]3[C:18](=[CH:19][CH:20]=[CH:21][CH:22]=3)[CH2:17][NH:16]2)=[O:14])=[CH:10][CH:11]=1)[CH2:2][CH2:3][CH2:4][CH3:5]. The catalyst class is: 2.